Dataset: Reaction yield outcomes from USPTO patents with 853,638 reactions. Task: Predict the reaction yield, written as a fraction of the theoretical maximum amount of product (1.0 means a 100% yield; for example, 0.34 means a 34% yield). (1) The catalyst is CO.C(OCC)(=O)C.[Pd]. The product is [CH3:1][O:2][C:3]([C:5]1[C:10]([OH:11])=[C:9]([O:19][CH3:20])[CH:8]=[C:7]([CH:21]2[CH2:25][CH2:24][CH2:23][O:22]2)[N:6]=1)=[O:4]. The reactants are [CH3:1][O:2][C:3]([C:5]1[C:10]([O:11]CC2C=CC=CC=2)=[C:9]([O:19][CH3:20])[CH:8]=[C:7]([C:21]2[O:22][CH:23]=[CH:24][CH:25]=2)[N:6]=1)=[O:4].C(O)(=O)C. The yield is 0.750. (2) The reactants are [Li+].[OH-].OO.[CH2:5]([N:12]1[CH2:16][C@@H:15]([CH3:17])[C@H:14]([C:18](N2[C@H](C3C=CC=CC=3)COC2=O)=[O:19])[CH2:13]1)[C:6]1[CH:11]=[CH:10][CH:9]=[CH:8][CH:7]=1.S([O-])([O-])=[O:33].[Na+].[Na+].Cl.[Na+].[Cl-]. The catalyst is O.C1COCC1. The product is [CH2:5]([N:12]1[CH2:16][C@@H:15]([CH3:17])[C@H:14]([C:18]([OH:19])=[O:33])[CH2:13]1)[C:6]1[CH:7]=[CH:8][CH:9]=[CH:10][CH:11]=1. The yield is 0.900.